From a dataset of Reaction yield outcomes from USPTO patents with 853,638 reactions. Predict the reaction yield, written as a fraction of the theoretical maximum amount of product (1.0 means a 100% yield; for example, 0.34 means a 34% yield). (1) The reactants are [CH2:1]([N:4]([CH2:8][C:9]#[CH:10])[CH2:5][C:6]#[CH:7])[C:2]#[CH:3].[CH2:11]([O:23][C:24]1[CH:31]=[CH:30][C:27]([CH2:28][Br:29])=[CH:26][CH:25]=1)[CH2:12][CH2:13][CH2:14][CH2:15][CH2:16][CH2:17][CH2:18][CH2:19][CH2:20][CH2:21][CH3:22]. The catalyst is CC(C)=O. The product is [Br-:29].[CH2:11]([O:23][C:24]1[CH:31]=[CH:30][C:27]([CH2:28][N+:4]([CH2:8][C:9]#[CH:10])([CH2:5][C:6]#[CH:7])[CH2:1][C:2]#[CH:3])=[CH:26][CH:25]=1)[CH2:12][CH2:13][CH2:14][CH2:15][CH2:16][CH2:17][CH2:18][CH2:19][CH2:20][CH2:21][CH3:22]. The yield is 0.610. (2) The catalyst is O. The yield is 0.850. The product is [I:1][C:2]1[CH:7]=[CH:6][C:5]([O:8][C:10]2[CH:18]=[CH:17][C:13]([C:14]([NH2:16])=[O:15])=[CH:12][N:11]=2)=[CH:4][CH:3]=1. The reactants are [I:1][C:2]1[CH:7]=[CH:6][C:5]([OH:8])=[CH:4][CH:3]=1.Cl[C:10]1[CH:18]=[CH:17][C:13]([C:14]([NH2:16])=[O:15])=[CH:12][N:11]=1.C(=O)([O-])[O-].[K+].[K+].CC(N(C)C)=O. (3) The yield is 0.560. The reactants are [Br:1][C:2]1[CH:6]=[N:5][N:4]([CH3:7])[C:3]=1[C:8]1[CH:9]=[C:10]([NH2:17])[CH:11]=[CH:12][C:13]=1[O:14][CH2:15][CH3:16].[Cl:18][C:19]1[CH:24]=[CH:23][C:22]([N:25]=[C:26]=[O:27])=[CH:21][CH:20]=1. The product is [Br:1][C:2]1[CH:6]=[N:5][N:4]([CH3:7])[C:3]=1[C:8]1[CH:9]=[C:10]([NH:17][C:26]([NH:25][C:22]2[CH:23]=[CH:24][C:19]([Cl:18])=[CH:20][CH:21]=2)=[O:27])[CH:11]=[CH:12][C:13]=1[O:14][CH2:15][CH3:16]. The catalyst is C(Cl)Cl.